This data is from Experimental lipophilicity measurements (octanol/water distribution) for 4,200 compounds from AstraZeneca. The task is: Regression/Classification. Given a drug SMILES string, predict its absorption, distribution, metabolism, or excretion properties. Task type varies by dataset: regression for continuous measurements (e.g., permeability, clearance, half-life) or binary classification for categorical outcomes (e.g., BBB penetration, CYP inhibition). For this dataset (lipophilicity_astrazeneca), we predict Y. (1) The compound is Cc1ccc(C)c(OCCCC(C)(C)C(=O)O)c1. The Y is 0.720 logD. (2) The molecule is CC(=O)Nc1ccc2ccn(-c3cc(Nc4ccn(C)n4)n4ncc(C#N)c4n3)c2c1. The Y is 3.57 logD. (3) The molecule is CCCSc1c(C(=O)NC2CCCCC2)cnn1-c1cccc(C(=O)O)c1. The Y is 0.700 logD. (4) The compound is COc1cc2ncnc(Nc3cccc(Cl)c3F)c2cc1CN(C)[C@H](C)C(N)=O. The Y is 3.44 logD. (5) The drug is CC(c1ccccn1)n1[nH]c(=O)c2nc3cc(Cl)ccc3c(O)c2c1=O. The Y is 0.510 logD.